From a dataset of Catalyst prediction with 721,799 reactions and 888 catalyst types from USPTO. Predict which catalyst facilitates the given reaction. (1) Reactant: I[CH3:2].[H-].[Na+].[OH:5][CH:6]1[C:15]2[C:10](=[CH:11][CH:12]=[C:13]([C:16]3[C:21](=[O:22])[N:20]([CH2:23][C:24]4[CH:29]=[CH:28][C:27]([C:30]5[C:31]([C:36]#[N:37])=[CH:32][CH:33]=[CH:34][CH:35]=5)=[CH:26][CH:25]=4)[C:19]([CH2:38][CH2:39][CH3:40])=[N:18][C:17]=3[CH3:41])[CH:14]=2)[O:9][C:8]([CH3:43])([CH3:42])[CH2:7]1. Product: [CH3:2][O:5][CH:6]1[C:15]2[C:10](=[CH:11][CH:12]=[C:13]([C:16]3[C:21](=[O:22])[N:20]([CH2:23][C:24]4[CH:29]=[CH:28][C:27]([C:30]5[C:31]([C:36]#[N:37])=[CH:32][CH:33]=[CH:34][CH:35]=5)=[CH:26][CH:25]=4)[C:19]([CH2:38][CH2:39][CH3:40])=[N:18][C:17]=3[CH3:41])[CH:14]=2)[O:9][C:8]([CH3:42])([CH3:43])[CH2:7]1. The catalyst class is: 42. (2) Reactant: [OH:1][CH2:2][C:3]([NH:6][C:7]([NH2:9])=[S:8])([CH3:5])[CH3:4].Br[CH:11]1[CH2:17][CH2:16][O:15][C:14]2[CH:18]=[C:19]([Br:22])[CH:20]=[CH:21][C:13]=2[C:12]1=O. Product: [Br:22][C:19]1[CH:20]=[CH:21][C:13]2[C:12]3[N:9]=[C:7]([NH:6][C:3]([CH3:5])([CH3:4])[CH2:2][OH:1])[S:8][C:11]=3[CH2:17][CH2:16][O:15][C:14]=2[CH:18]=1. The catalyst class is: 8. (3) Reactant: [NH2:1][C:2]1[CH:12]=[CH:11][C:5]2[O:6][CH2:7][C:8](=O)[NH:9][C:4]=2[CH:3]=1.C1COCC1.Cl.[OH-].[Na+]. Product: [O:6]1[CH2:7][CH2:8][NH:9][C:4]2[CH:3]=[C:2]([NH2:1])[CH:12]=[CH:11][C:5]1=2. The catalyst class is: 315. (4) Reactant: [CH2:1]([O:3][C:4](=[O:29])[CH2:5][CH2:6][O:7][CH2:8][C:9]([NH2:28])([CH2:19][O:20][CH2:21][CH2:22][C:23]([O:25][CH2:26][CH3:27])=[O:24])[CH2:10][O:11][CH2:12][CH2:13][C:14]([O:16][CH2:17][CH3:18])=[O:15])[CH3:2].[C:30]([NH:40][CH2:41][CH2:42][C:43](O)=[O:44])([O:32][CH2:33][C:34]1[CH:39]=[CH:38][CH:37]=[CH:36][CH:35]=1)=[O:31].C(N=C=NCCCN(C)C)C. Product: [CH2:17]([O:16][C:14](=[O:15])[CH2:13][CH2:12][O:11][CH2:10][C:9]([NH:28][C:43](=[O:44])[CH2:42][CH2:41][NH:40][C:30]([O:32][CH2:33][C:34]1[CH:35]=[CH:36][CH:37]=[CH:38][CH:39]=1)=[O:31])([CH2:19][O:20][CH2:21][CH2:22][C:23]([O:25][CH2:26][CH3:27])=[O:24])[CH2:8][O:7][CH2:6][CH2:5][C:4]([O:3][CH2:1][CH3:2])=[O:29])[CH3:18]. The catalyst class is: 2.